Dataset: Aqueous solubility values for 9,982 compounds from the AqSolDB database. Task: Regression/Classification. Given a drug SMILES string, predict its absorption, distribution, metabolism, or excretion properties. Task type varies by dataset: regression for continuous measurements (e.g., permeability, clearance, half-life) or binary classification for categorical outcomes (e.g., BBB penetration, CYP inhibition). For this dataset (solubility_aqsoldb), we predict Y. (1) The drug is Cc1ccc2c(c1N)C(=O)c1ccccc1C2=O. The Y is -5.85 log mol/L. (2) The molecule is CC(Oc1ccc(Cl)cc1Cl)C(=O)O. The Y is -2.83 log mol/L. (3) The drug is CSC(CCC(SC)C(=O)O)C(=O)O. The Y is -2.89 log mol/L. (4) The compound is O=P([O-])([O-])[O-].O=P([O-])([O-])[O-].[Mn+2]. The Y is 0.410 log mol/L. (5) The drug is N=NN=NC1=CCc2c(cccc2S(=O)(=O)Oc2ccc(C(=O)c3ccc(O)c(O)c3O)cc2)C1=O. The Y is -5.11 log mol/L. (6) The molecule is N#CCCOCCN(CCC#N)c1ccc(N=Nc2ccc([N+](=O)[O-])cc2)cc1. The Y is -4.59 log mol/L.